Dataset: Experimentally validated miRNA-target interactions with 360,000+ pairs, plus equal number of negative samples. Task: Binary Classification. Given a miRNA mature sequence and a target amino acid sequence, predict their likelihood of interaction. The miRNA is mmu-miR-23b-3p with sequence AUCACAUUGCCAGGGAUUACC. The protein sequence of the target gene is MVHEAPHASSFQMLLQLLLLLLLRAEPLRSAELTFELPDNAKQCFHEEVEQGVKFSLDYQVITGGHYDVDCYVEDPRGNVIYRETKKQYDSFTYKTEAKGVYRFCFSNEFSTFSHKTVYFDFQVGDEPPILPDMGNRVTALTQMESACVTIHEALKTVIDSQTHYRLREAQDRARAEDLNSRVSYWSVGETIALFVVSFSQVLLLKSFFTEKRPVNRAVHS. Result: 0 (no interaction).